Dataset: Catalyst prediction with 721,799 reactions and 888 catalyst types from USPTO. Task: Predict which catalyst facilitates the given reaction. (1) Reactant: C([O:3][C:4]1[C:5](=O)[CH:6]([C:10](=O)[C:11]([O:13][CH2:14][CH3:15])=[O:12])[CH2:7][CH2:8][CH:9]=1)C.C(O)(=O)C.Cl.[C:23]([NH:27][NH2:28])([CH3:26])([CH3:25])[CH3:24]. Product: [C:23]([N:27]1[C:5]2[C:4](=[O:3])[CH2:9][CH2:8][CH2:7][C:6]=2[C:10]([C:11]([O:13][CH2:14][CH3:15])=[O:12])=[N:28]1)([CH3:26])([CH3:25])[CH3:24]. The catalyst class is: 8. (2) Reactant: [Cl:1][C:2]1[N:7]=[CH:6][C:5]([CH2:8][N:9]2[C:13]([CH3:14])=[C:12]([C:15]3[CH:20]=[CH:19][C:18]([C:21]#[N:22])=[CH:17][CH:16]=3)[C:11]([C:23]#[N:24])=[C:10]2[CH3:25])=[CH:4][C:3]=1[CH2:26][OH:27].[CH3:28][S:29]([OH:32])(=[O:31])=[O:30]. Product: [CH3:28][S:29]([OH:32])(=[O:31])=[O:30].[Cl:1][C:2]1[N:7]=[CH:6][C:5]([CH2:8][N:9]2[C:13]([CH3:14])=[C:12]([C:15]3[CH:20]=[CH:19][C:18]([C:21]#[N:22])=[CH:17][CH:16]=3)[C:11]([C:23]#[N:24])=[C:10]2[CH3:25])=[CH:4][C:3]=1[CH2:26][OH:27]. The catalyst class is: 13. (3) Reactant: [O:1]1[C:6]2[CH:7]=[CH:8][CH:9]=[CH:10][C:5]=2[NH:4][C:3](=[O:11])[CH2:2]1.Br[CH2:13][C@H:14]([CH3:24])[CH2:15][O:16][Si:17]([C:20]([CH3:23])([CH3:22])[CH3:21])([CH3:19])[CH3:18].C([O-])([O-])=O.[Cs+].[Cs+]. Product: [Si:17]([O:16][CH2:15][C@@H:14]([CH3:24])[CH2:13][N:4]1[C:5]2[CH:10]=[CH:9][CH:8]=[CH:7][C:6]=2[O:1][CH2:2][C:3]1=[O:11])([C:20]([CH3:21])([CH3:22])[CH3:23])([CH3:18])[CH3:19]. The catalyst class is: 3. (4) Reactant: Br[C:2]1[CH:3]=[C:4]([N:8]2[CH2:13][CH2:12][CH:11]([N:14]([CH3:18])[C:15](=[O:17])[CH3:16])[CH2:10][CH2:9]2)[CH:5]=[CH:6][CH:7]=1.[B:19]1([B:19]2[O:23][C:22]([CH3:25])([CH3:24])[C:21]([CH3:27])([CH3:26])[O:20]2)[O:23][C:22]([CH3:25])([CH3:24])[C:21]([CH3:27])([CH3:26])[O:20]1.C(Cl)Cl.C([O-])(=O)C.[K+]. Product: [CH3:18][N:14]([CH:11]1[CH2:12][CH2:13][N:8]([C:4]2[CH:5]=[CH:6][CH:7]=[C:2]([B:19]3[O:23][C:22]([CH3:25])([CH3:24])[C:21]([CH3:27])([CH3:26])[O:20]3)[CH:3]=2)[CH2:9][CH2:10]1)[C:15](=[O:17])[CH3:16]. The catalyst class is: 800. (5) Reactant: O.O.O.C([O-])(=O)C.[Na+].[CH3:9][C@H:10]1[C@@:19]2([CH3:20])[C:14]([CH2:15][CH2:16][C@@H:17]([C:21](Cl)([CH3:23])[CH3:22])[CH2:18]2)=[CH:13][C:12](=[O:25])[CH2:11]1.O. Product: [CH3:9][C@H:10]1[C@:19]2([CH3:20])[CH2:18][C@H:17]([C:21]([CH3:23])=[CH2:22])[CH2:16][CH2:15][C:14]2=[CH:13][C:12](=[O:25])[CH2:11]1. The catalyst class is: 15.